From a dataset of Catalyst prediction with 721,799 reactions and 888 catalyst types from USPTO. Predict which catalyst facilitates the given reaction. (1) Product: [Br:3][C:4]1[C:12]2[C:7](=[N:8][CH:9]=[CH:10][CH:11]=2)[N:6]([S:20]([C:17]2[CH:18]=[CH:19][C:14]([CH3:13])=[CH:15][CH:16]=2)(=[O:22])=[O:21])[N:5]=1. The catalyst class is: 1. Reactant: [H-].[Na+].[Br:3][C:4]1[C:12]2[C:7](=[N:8][CH:9]=[CH:10][CH:11]=2)[NH:6][N:5]=1.[CH3:13][C:14]1[CH:19]=[CH:18][C:17]([S:20](Cl)(=[O:22])=[O:21])=[CH:16][CH:15]=1. (2) Reactant: C(OC([N:8]1[CH2:13][CH2:12][CH:11]([C:14]#[C:15][C:16]2[CH:17]=[C:18]3[C:23](=[CH:24][CH:25]=2)[N:22]=[CH:21][N:20]=[C:19]3Cl)[CH2:10][CH2:9]1)=O)(C)(C)C.[CH3:27][C:28]1[CH:29]=[C:30]([NH2:41])[CH:31]=[CH:32][C:33]=1[O:34][C:35]1[CH:36]=[N:37][CH:38]=[CH:39][CH:40]=1.ClC(Cl)C. Product: [CH3:27][C:28]1[CH:29]=[C:30]([NH:41][C:19]2[C:18]3[C:23](=[CH:24][CH:25]=[C:16]([C:15]#[C:14][CH:11]4[CH2:10][CH2:9][NH:8][CH2:13][CH2:12]4)[CH:17]=3)[N:22]=[CH:21][N:20]=2)[CH:31]=[CH:32][C:33]=1[O:34][C:35]1[CH:36]=[N:37][CH:38]=[CH:39][CH:40]=1. The catalyst class is: 107. (3) Reactant: [CH3:1][N:2]([CH3:23])[C@@H:3]1[CH2:7][CH2:6][N:5]([S:8]([C:11]2[CH:12]=[C:13]3[C:17](=[CH:18][CH:19]=2)[N:16](C(=O)C)[CH2:15][CH2:14]3)(=[O:10])=[O:9])[CH2:4]1.Cl. Product: [NH:16]1[C:17]2[C:13](=[CH:12][C:11]([S:8]([N:5]3[CH2:6][CH2:7][C@@H:3]([N:2]([CH3:23])[CH3:1])[CH2:4]3)(=[O:10])=[O:9])=[CH:19][CH:18]=2)[CH2:14][CH2:15]1. The catalyst class is: 1. (4) Reactant: [Cl:1][C:2]1[N:3]=[C:4]([N:18]2[CH2:23][CH2:22][O:21][CH2:20][CH2:19]2)[C:5]2[S:10][C:9]([CH2:11][N:12]3[CH2:17][CH2:16][NH:15][CH2:14][CH2:13]3)=[CH:8][C:6]=2[N:7]=1.[CH3:24][S:25]([CH2:28][S:29](Cl)(=[O:31])=[O:30])(=[O:27])=[O:26]. Product: [Cl:1][C:2]1[N:3]=[C:4]([N:18]2[CH2:19][CH2:20][O:21][CH2:22][CH2:23]2)[C:5]2[S:10][C:9]([CH2:11][N:12]3[CH2:17][CH2:16][N:15]([S:29]([CH2:28][S:25]([CH3:24])(=[O:27])=[O:26])(=[O:31])=[O:30])[CH2:14][CH2:13]3)=[CH:8][C:6]=2[N:7]=1. The catalyst class is: 347. (5) Reactant: [C:1]([O:4][CH2:5][CH2:6][N:7]1[C:11]([CH2:12][S:13][C:14]2[CH:19]=[CH:18][C:17]([NH:20][C:21]([C:23]3[CH2:24][CH2:25][N:26]([CH2:48][CH:49]([CH3:51])[CH3:50])[C:27]4[CH:33]=[CH:32][C:31]([C:34]5[CH:39]=[CH:38][C:37]([O:40][CH2:41][CH2:42][O:43][CH2:44][CH2:45][CH2:46][CH3:47])=[CH:36][CH:35]=5)=[CH:30][C:28]=4[CH:29]=3)=[O:22])=[CH:16][CH:15]=2)=[CH:10][N:9]=[CH:8]1)(=[O:3])[CH3:2].ClC1C=CC=C(C(OO)=[O:60])C=1.S([O-])([O-])(=O)=S.[Na+].[Na+]. Product: [C:1]([O:4][CH2:5][CH2:6][N:7]1[C:11]([CH2:12][S:13]([C:14]2[CH:15]=[CH:16][C:17]([NH:20][C:21]([C:23]3[CH2:24][CH2:25][N:26]([CH2:48][CH:49]([CH3:50])[CH3:51])[C:27]4[CH:33]=[CH:32][C:31]([C:34]5[CH:39]=[CH:38][C:37]([O:40][CH2:41][CH2:42][O:43][CH2:44][CH2:45][CH2:46][CH3:47])=[CH:36][CH:35]=5)=[CH:30][C:28]=4[CH:29]=3)=[O:22])=[CH:18][CH:19]=2)=[O:60])=[CH:10][N:9]=[CH:8]1)(=[O:3])[CH3:2]. The catalyst class is: 4.